This data is from Catalyst prediction with 721,799 reactions and 888 catalyst types from USPTO. The task is: Predict which catalyst facilitates the given reaction. (1) Reactant: [C:1]([O:4][C@@H:5]1[C@H:9]([O:10][C:11](=[O:13])[CH3:12])[C@@H:8]([CH2:14][O:15][C:16](=[O:18])[CH3:17])[O:7][C@H:6]1[N:19]1[CH:26]=[CH:25][C:23](=[O:24])[NH:22][C:20]1=[O:21])(=[O:3])[CH3:2].C(OC(=O)C)(=O)C.[Br:34]Br.C(O)C. Product: [Br:34][C:25]1[C:23](=[O:24])[NH:22][C:20](=[O:21])[N:19]([CH:26]=1)[C@@H:6]1[O:7][C@H:8]([CH2:14][O:15][C:16](=[O:18])[CH3:17])[C@@H:9]([O:10][C:11](=[O:13])[CH3:12])[C@H:5]1[O:4][C:1](=[O:3])[CH3:2]. The catalyst class is: 15. (2) Reactant: [Cl:1][C:2]1[C:3]([OH:21])=[C:4]([NH:8][S:9]([C:12]2[CH:13]=[C:14]([CH:18]=[CH:19][CH:20]=2)[C:15]([OH:17])=O)(=[O:11])=[O:10])[CH:5]=[N:6][CH:7]=1.CN(C(ON1N=N[C:32]2C=[CH:34][CH:35]=[N:36][C:31]1=2)=[N+](C)C)C.F[P-](F)(F)(F)(F)F.CCN(C(C)C)C(C)C.C(NCC)C. Product: [Cl:1][C:2]1[C:3]([OH:21])=[C:4]([NH:8][S:9]([C:12]2[CH:13]=[C:14]([CH:18]=[CH:19][CH:20]=2)[C:15]([N:36]([CH2:31][CH3:32])[CH2:35][CH3:34])=[O:17])(=[O:10])=[O:11])[CH:5]=[N:6][CH:7]=1. The catalyst class is: 3. (3) Reactant: [CH2:1]([O:8][C:9]([NH:11][C@@H:12]([CH2:18][CH2:19][C:20]#[N:21])[C:13]([O:15][CH2:16][CH3:17])=[O:14])=[O:10])[C:2]1[CH:7]=[CH:6][CH:5]=[CH:4][CH:3]=1.[N-:22]=[N+:23]=[N-:24].[Na+].Cl.C(N(CC)CC)C. Product: [CH2:1]([O:8][C:9]([NH:11][C@@H:12]([CH2:18][CH2:19][C:20]1[NH:24][N:23]=[N:22][N:21]=1)[C:13]([O:15][CH2:16][CH3:17])=[O:14])=[O:10])[C:2]1[CH:7]=[CH:6][CH:5]=[CH:4][CH:3]=1. The catalyst class is: 11. (4) Reactant: [H-].[Na+].ClC1C2N=C(CC(F)(F)F)[N:9](Cl)C=2C=CC=1.[Cl:19][C:20]1[CH:21]=[C:22]2[C:26](=[CH:27][C:28]=1[Cl:29])[NH:25][C:24]([CH2:30][C:31]([F:34])([F:33])[F:32])=C2.Br[CH2:36][C:37]1[CH:42]=[CH:41][C:40]([C:43]#[N:44])=[CH:39][CH:38]=1.[NH4+].[Cl-]. Product: [Cl:29][C:28]1[C:20]([Cl:19])=[CH:21][C:22]2[N:9]([CH2:36][C:37]3[CH:42]=[CH:41][C:40]([C:43]#[N:44])=[CH:39][CH:38]=3)[C:24]([CH2:30][C:31]([F:32])([F:33])[F:34])=[N:25][C:26]=2[CH:27]=1. The catalyst class is: 3. (5) Reactant: C([O:8][C:9]1[CH:17]=[CH:16][C:12]([C:13]([OH:15])=O)=[CH:11][CH:10]=1)C1C=CC=CC=1.[CH3:18][C:19]1[C:20](N)=[N:21][CH:22]=[CH:23][CH:24]=1.C1C=[N:30]C2N(O)N=NC=2C=1.CCN=C=NCCCN(C)C.Cl. Product: [OH:8][C:9]1[CH:10]=[CH:11][C:12]([C:13]([NH:30][CH2:18][C:19]2[CH:20]=[N:21][CH:22]=[CH:23][CH:24]=2)=[O:15])=[CH:16][CH:17]=1. The catalyst class is: 18. (6) Reactant: [CH2:1]([O:8][C:9]1[CH:16]=[CH:15][C:12]([CH2:13]O)=[C:11]([F:17])[C:10]=1[F:18])[C:2]1[CH:7]=[CH:6][CH:5]=[CH:4][CH:3]=1.P(Br)(Br)[Br:20]. Product: [CH2:1]([O:8][C:9]1[CH:16]=[CH:15][C:12]([CH2:13][Br:20])=[C:11]([F:17])[C:10]=1[F:18])[C:2]1[CH:7]=[CH:6][CH:5]=[CH:4][CH:3]=1. The catalyst class is: 4. (7) Reactant: C(Cl)(=O)C(Cl)=O.[F:7][C:8]1[CH:23]=[CH:22][CH:21]=[CH:20][C:9]=1[O:10][C:11]1[CH:19]=[CH:18][C:14]([C:15]([OH:17])=O)=[CH:13][CH:12]=1.[F:24][C:25]1[CH:34]=[C:33]([CH2:35][NH:36][CH2:37][C:38]2[CH:43]=[CH:42][CH:41]=[C:40]([O:44][CH3:45])[CH:39]=2)[CH:32]=[CH:31][C:26]=1[C:27]([O:29][CH3:30])=[O:28].C(N(CC)CC)C. Product: [F:24][C:25]1[CH:34]=[C:33]([CH2:35][N:36]([CH2:37][C:38]2[CH:43]=[CH:42][CH:41]=[C:40]([O:44][CH3:45])[CH:39]=2)[C:15](=[O:17])[C:14]2[CH:13]=[CH:12][C:11]([O:10][C:9]3[CH:20]=[CH:21][CH:22]=[CH:23][C:8]=3[F:7])=[CH:19][CH:18]=2)[CH:32]=[CH:31][C:26]=1[C:27]([O:29][CH3:30])=[O:28]. The catalyst class is: 59. (8) Reactant: [OH:1][C@H:2]([C:13]1[O:14][CH:15]=[CH:16][N:17]=1)[CH:3]([NH:5][C:6](=[O:12])[O:7][C:8]([CH3:11])([CH3:10])[CH3:9])[CH3:4].CC(OI1(OC(C)=O)(OC(C)=O)OC(=O)C2C=CC=CC1=2)=O. Product: [O:14]1[CH:15]=[CH:16][N:17]=[C:13]1[C:2](=[O:1])[C@@H:3]([NH:5][C:6](=[O:12])[O:7][C:8]([CH3:10])([CH3:9])[CH3:11])[CH3:4]. The catalyst class is: 96.